This data is from Forward reaction prediction with 1.9M reactions from USPTO patents (1976-2016). The task is: Predict the product of the given reaction. (1) Given the reactants [CH3:1][O:2][C:3]1[CH:4]=[CH:5][C:6]2[NH:12][C:11](=[O:13])[N:10]([CH:14]3[CH2:19][CH2:18][N:17]([C:20]4[N:25]=[CH:24][N:23]=[C:22]([C:26](O)=[O:27])[N:21]=4)[CH2:16][CH2:15]3)[CH2:9][CH2:8][C:7]=2[CH:29]=1.Cl.Cl.[CH3:32][C:33]1([CH3:42])[CH2:38][NH:37][CH2:36][C:35]2[CH:39]=[N:40][NH:41][C:34]1=2.CN(C(ON1N=NC2C=CC=CC1=2)=[N+](C)C)C.[B-](F)(F)(F)F, predict the reaction product. The product is: [CH3:32][C:33]1([CH3:42])[CH2:38][N:37]([C:26]([C:22]2[N:23]=[CH:24][N:25]=[C:20]([N:17]3[CH2:18][CH2:19][CH:14]([N:10]4[CH2:9][CH2:8][C:7]5[CH:29]=[C:3]([O:2][CH3:1])[CH:4]=[CH:5][C:6]=5[NH:12][C:11]4=[O:13])[CH2:15][CH2:16]3)[N:21]=2)=[O:27])[CH2:36][C:35]2[CH:39]=[N:40][NH:41][C:34]1=2. (2) Given the reactants [CH3:1][O:2][C:3]1[CH:4]=[C:5]([CH:31]=[CH:32][C:33]=1[O:34][CH3:35])[CH2:6][CH:7]1[C:16]2[C:11](=[C:12]([O:18][CH3:19])[CH:13]=[CH:14][C:15]=2[OH:17])[CH2:10][CH2:9][N:8]1[CH2:20][C:21]([NH:23][CH2:24][C:25]1[CH:30]=[CH:29][CH:28]=[CH:27][N:26]=1)=[O:22].[CH2:36](Br)[CH:37]=[CH2:38], predict the reaction product. The product is: [CH3:1][O:2][C:3]1[CH:4]=[C:5]([CH:31]=[CH:32][C:33]=1[O:34][CH3:35])[CH2:6][CH:7]1[C:16]2[C:11](=[C:12]([O:18][CH3:19])[CH:13]=[CH:14][C:15]=2[O:17][CH2:38][CH:37]=[CH2:36])[CH2:10][CH2:9][N:8]1[CH2:20][C:21]([NH:23][CH2:24][C:25]1[CH:30]=[CH:29][CH:28]=[CH:27][N:26]=1)=[O:22]. (3) Given the reactants [CH2:1]([N:3]([CH2:18][CH3:19])[C:4]([C:6]1[CH:15]=[CH:14][C:13]2[C:8](=[CH:9][CH:10]=[CH:11][CH:12]=2)[C:7]=1[O:16][CH3:17])=[O:5])[CH3:2].C1C(=O)N([Br:27])C(=O)C1.[K+].[Br-], predict the reaction product. The product is: [Br:27][C:14]1[C:13]2[C:8](=[CH:9][CH:10]=[CH:11][CH:12]=2)[C:7]([O:16][CH3:17])=[C:6]([C:4]([N:3]([CH2:1][CH3:2])[CH2:18][CH3:19])=[O:5])[CH:15]=1. (4) Given the reactants [CH3:1][N:2]([CH3:10])[C:3]1[CH:8]=[CH:7][C:6](Br)=[CH:5][CH:4]=1.[C:11]([NH2:21])(=[O:20])/[CH:12]=[CH:13]/[C:14]1[CH:19]=[CH:18][CH:17]=[CH:16][CH:15]=1.C([O-])([O-])=O.[K+].[K+].CN[C@@H]1CCCC[C@H]1NC, predict the reaction product. The product is: [CH3:1][N:2]([CH3:10])[C:3]1[CH:8]=[CH:7][C:6]([NH:21][C:11](=[O:20])/[CH:12]=[CH:13]/[C:14]2[CH:19]=[CH:18][CH:17]=[CH:16][CH:15]=2)=[CH:5][CH:4]=1. (5) Given the reactants C([Li])(C)(C)C.[C:6]([O:10][C:11](=[O:22])[NH:12][CH:13]([C:15]1[CH:16]=[N:17][C:18]([Cl:21])=[CH:19][CH:20]=1)[CH3:14])([CH3:9])([CH3:8])[CH3:7].[I:23]I, predict the reaction product. The product is: [C:6]([O:10][C:11](=[O:22])[NH:12][CH:13]([C:15]1[CH:16]=[N:17][C:18]([Cl:21])=[CH:19][C:20]=1[I:23])[CH3:14])([CH3:7])([CH3:8])[CH3:9].